From a dataset of Full USPTO retrosynthesis dataset with 1.9M reactions from patents (1976-2016). Predict the reactants needed to synthesize the given product. (1) The reactants are: [Cl:1][C:2]1[S:3][CH:4]=[C:5]([C:7]([OH:9])=O)[N:6]=1.[CH2:10]([NH2:12])[CH3:11].CN(C(ON1N=NC2C=CC=NC1=2)=[N+](C)C)C.F[P-](F)(F)(F)(F)F.CCN(C(C)C)C(C)C. Given the product [Cl:1][C:2]1[S:3][CH:4]=[C:5]([C:7]([NH:12][CH2:10][CH3:11])=[O:9])[N:6]=1, predict the reactants needed to synthesize it. (2) The reactants are: [CH2:1]([S:3][C:4]1[CH:9]=[CH:8][C:7](B2OC(C)(C)C(C)(C)O2)=[C:6]([CH3:19])[CH:5]=1)[CH3:2].[Cl:20][C:21]1[CH:26]=[CH:25][C:24]([CH2:27][C:28]#[N:29])=[C:23](I)[CH:22]=1.[F-].[Cs+].C(Cl)Cl. Given the product [Cl:20][C:21]1[CH:22]=[CH:23][C:24]([CH2:27][C:28]#[N:29])=[C:25]([C:7]2[CH:8]=[CH:9][C:4]([S:3][CH2:1][CH3:2])=[CH:5][C:6]=2[CH3:19])[CH:26]=1, predict the reactants needed to synthesize it. (3) Given the product [NH2:25][C:8]1[N:7]=[C:6]([O:5][CH2:1][CH2:2][CH2:3][CH3:4])[N:14]=[C:13]2[C:9]=1[NH:10][C:11](=[O:23])[N:12]2[CH2:15][CH2:16][CH:17]1[CH2:22][CH2:21][N:20]([CH:27]2[CH2:32][CH2:31][CH2:30][CH2:29][CH2:28]2)[CH2:19][CH2:18]1, predict the reactants needed to synthesize it. The reactants are: [CH2:1]([O:5][C:6]1[N:14]=[C:13]2[C:9]([N:10]=[C:11]([O:23]C)[N:12]2[CH2:15][CH2:16][CH:17]2[CH2:22][CH2:21][NH:20][CH2:19][CH2:18]2)=[C:8]([NH2:25])[N:7]=1)[CH2:2][CH2:3][CH3:4].I[CH:27]1[CH2:32][CH2:31][CH2:30][CH2:29][CH2:28]1. (4) Given the product [CH3:18][C:14]1[N:13]=[C:12]([NH:11][S:8]([C:5]2[CH:6]=[CH:7][C:2]([C:23]3[CH:24]=[CH:25][C:20]([Cl:19])=[CH:21][CH:22]=3)=[CH:3][CH:4]=2)(=[O:10])=[O:9])[CH:17]=[CH:16][CH:15]=1, predict the reactants needed to synthesize it. The reactants are: Br[C:2]1[CH:7]=[CH:6][C:5]([S:8]([NH:11][C:12]2[CH:17]=[CH:16][CH:15]=[C:14]([CH3:18])[N:13]=2)(=[O:10])=[O:9])=[CH:4][CH:3]=1.[Cl:19][C:20]1[CH:25]=[CH:24][C:23](B(O)O)=[CH:22][CH:21]=1.C([O-])([O-])=O.[Na+].[Na+]. (5) Given the product [F:1][C:2]1[CH:7]=[C:6]([C:8]2[CH:9]=[C:10]3[C:16]([C:17]4[CH:21]=[CH:20][N:19]([CH2:22][CH2:23][C:24]5[CH:29]=[CH:28][CH:27]=[CH:26][CH:25]=5)[N:18]=4)=[CH:15][N:14]([S:30]([C:33]4[CH:39]=[CH:38][C:36]([CH3:37])=[CH:35][CH:34]=4)(=[O:31])=[O:32])[C:11]3=[N:12][CH:13]=2)[CH:5]=[CH:4][C:3]=1[CH:40]1[CH2:45][CH2:44][N:43]([C:46]([O:48][C:49]([CH3:52])([CH3:51])[CH3:50])=[O:47])[CH2:42][CH2:41]1, predict the reactants needed to synthesize it. The reactants are: [F:1][C:2]1[CH:7]=[C:6]([C:8]2[CH:9]=[C:10]3[C:16]([C:17]4[CH:21]=[CH:20][N:19]([CH2:22][CH2:23][C:24]5[CH:29]=[CH:28][CH:27]=[CH:26][CH:25]=5)[N:18]=4)=[CH:15][N:14]([S:30]([C:33]4[CH:39]=[CH:38][C:36]([CH3:37])=[CH:35][CH:34]=4)(=[O:32])=[O:31])[C:11]3=[N:12][CH:13]=2)[CH:5]=[CH:4][C:3]=1[C:40]1[CH2:45][CH2:44][N:43]([C:46]([O:48][C:49]([CH3:52])([CH3:51])[CH3:50])=[O:47])[CH2:42][CH:41]=1.